Dataset: Forward reaction prediction with 1.9M reactions from USPTO patents (1976-2016). Task: Predict the product of the given reaction. (1) Given the reactants CN(C)C(=O)C.C1(S([O-])(=O)=O)C=CC=CC=1.[CH3:17][S:18]([N:21]1[CH:25]=[C:24]2[CH2:26][NH2+:27][CH2:28][C:23]2=[N:22]1)(=[O:20])=[O:19].[F:29][C:30]1[CH:35]=[CH:34][C:33]([F:36])=[CH:32][C:31]=1[C@@H:37]1[C@@H:42]([NH:43][C:44](=[O:50])[O:45][C:46]([CH3:49])([CH3:48])[CH3:47])[CH2:41][C:40](=O)[CH2:39][O:38]1.C(O[BH-](OC(=O)C)OC(=O)C)(=O)C.[Na+], predict the reaction product. The product is: [F:29][C:30]1[CH:35]=[CH:34][C:33]([F:36])=[CH:32][C:31]=1[C@@H:37]1[C@@H:42]([NH:43][C:44](=[O:50])[O:45][C:46]([CH3:48])([CH3:47])[CH3:49])[CH2:41][C@@H:40]([N:27]2[CH2:26][C:24]3[C:23](=[N:22][N:21]([S:18]([CH3:17])(=[O:19])=[O:20])[CH:25]=3)[CH2:28]2)[CH2:39][O:38]1. (2) Given the reactants C([O:3][C:4]([C:6]1[C:7]2[CH2:8][C@H:9]3[CH2:22][C@H:10]3[C:11]=2[N:12]([C:14]2[CH:19]=[CH:18][C:17]([F:20])=[CH:16][C:15]=2[F:21])[N:13]=1)=O)C.[NH3:23], predict the reaction product. The product is: [F:21][C:15]1[CH:16]=[C:17]([F:20])[CH:18]=[CH:19][C:14]=1[N:12]1[C:11]2[C@@H:10]3[CH2:22][C@@H:9]3[CH2:8][C:7]=2[C:6]([C:4]([NH2:23])=[O:3])=[N:13]1. (3) The product is: [N+:1]([C:4]1[C:5]([S:10][CH2:14][CH2:13][NH2:12])=[N:6][CH:7]=[CH:8][CH:9]=1)([O-:3])=[O:2]. Given the reactants [N+:1]([C:4]1[C:5]([S:10]Cl)=[N:6][CH:7]=[CH:8][CH:9]=1)([O-:3])=[O:2].[NH2:12][CH2:13][CH2:14]S, predict the reaction product. (4) Given the reactants C(P1(=O)OP(CCC)(=O)OP(CCC)(=O)O1)CC.[CH3:19][O:20][CH:21]([O:30][CH3:31])[CH2:22][NH:23][CH:24]1[CH2:29][CH2:28][CH2:27][CH2:26][CH2:25]1.[CH3:32][N:33]1[N:37]=[N:36][C:35]([C:38]2[CH:39]=[C:40]([CH:49]=[CH:50][CH:51]=2)[CH2:41][CH2:42][O:43][CH2:44][CH2:45][C:46](O)=[O:47])=[N:34]1.C(N(CC)CC)C, predict the reaction product. The product is: [CH:24]1([N:23]([CH2:22][CH:21]([O:30][CH3:31])[O:20][CH3:19])[C:46](=[O:47])[CH2:45][CH2:44][O:43][CH2:42][CH2:41][C:40]2[CH:49]=[CH:50][CH:51]=[C:38]([C:35]3[N:36]=[N:37][N:33]([CH3:32])[N:34]=3)[CH:39]=2)[CH2:29][CH2:28][CH2:27][CH2:26][CH2:25]1. (5) The product is: [F:9][C:10]1[CH:15]=[C:14]([F:16])[CH:13]=[CH:12][C:11]=1[C@:17]([OH:18])([C@H:19]([N:6]1[CH:5]=[C:4]([N+:1]([O-:3])=[O:2])[CH:8]=[N:7]1)[CH3:20])[CH2:21][N:22]1[CH:26]=[N:25][CH:24]=[N:23]1. Given the reactants [N+:1]([C:4]1[CH:5]=[N:6][NH:7][CH:8]=1)([O-:3])=[O:2].[F:9][C:10]1[CH:15]=[C:14]([F:16])[CH:13]=[CH:12][C:11]=1[C@@:17]1([CH2:21][N:22]2[CH:26]=[N:25][CH:24]=[N:23]2)[C@H:19]([CH3:20])[O:18]1.C(=O)([O-])[O-].[K+].[K+], predict the reaction product. (6) Given the reactants [C:1]12C[CH:5]([C:6]1(C)C)[CH2:4][CH:3]([C:10]1([CH:20]3CC4CC(C4(C)C)=C3C)[CH2:15]C3CC(C3(C)C)=[C:11]1C)[C:2]=2C.C(OC1C(OC(=O)C)=C(I)C=CC=1)(=[O:33])C, predict the reaction product. The product is: [C:10]([CH:3]1[CH2:4][CH2:5][C:6](=[O:33])[CH2:1][CH2:2]1)([CH3:20])([CH3:15])[CH3:11].